Dataset: Full USPTO retrosynthesis dataset with 1.9M reactions from patents (1976-2016). Task: Predict the reactants needed to synthesize the given product. Given the product [C:1]([O:5][C:6](=[O:7])[NH:8][CH:9]([CH2:17][OH:18])[CH2:10][C:11]1[CH:16]=[CH:15][CH:14]=[CH:13][CH:12]=1)([CH3:2])([CH3:4])[CH3:3], predict the reactants needed to synthesize it. The reactants are: [C:1]([O:5][C:6]([NH:8][CH:9]([C:17](O)=[O:18])[CH2:10][C:11]1[CH:16]=[CH:15][CH:14]=[CH:13][CH:12]=1)=[O:7])([CH3:4])([CH3:3])[CH3:2].C(N(CC)CC)C.ClC(OCC)=O.[BH4-].[Na+].Cl.